This data is from NCI-60 drug combinations with 297,098 pairs across 59 cell lines. The task is: Regression. Given two drug SMILES strings and cell line genomic features, predict the synergy score measuring deviation from expected non-interaction effect. Synergy scores: CSS=47.1, Synergy_ZIP=0.511, Synergy_Bliss=1.85, Synergy_Loewe=-8.49, Synergy_HSA=0.323. Drug 2: CCCCC(=O)OCC(=O)C1(CC(C2=C(C1)C(=C3C(=C2O)C(=O)C4=C(C3=O)C=CC=C4OC)O)OC5CC(C(C(O5)C)O)NC(=O)C(F)(F)F)O. Drug 1: C1=NC2=C(N=C(N=C2N1C3C(C(C(O3)CO)O)O)F)N. Cell line: K-562.